This data is from Tox21: 12 toxicity assays (nuclear receptors and stress response pathways). The task is: Binary classification across 12 toxicity assays. (1) The drug is CN(C)c1ccc(N=Nc2ccccc2)cc1. It tested positive (active) for: NR-AR (Androgen Receptor agonist activity), NR-AhR (Aryl hydrocarbon Receptor agonist activity), NR-ER (Estrogen Receptor agonist activity), SR-ARE (Antioxidant Response Element (oxidative stress)), and SR-ATAD5 (ATAD5 genotoxicity (DNA damage)). (2) The compound is CC(C)(c1ccccc1)c1ccc(O)cc1. It tested positive (active) for: NR-ER (Estrogen Receptor agonist activity), NR-ER-LBD (Estrogen Receptor Ligand Binding Domain agonist), SR-ARE (Antioxidant Response Element (oxidative stress)), and SR-MMP (Mitochondrial Membrane Potential disruption). (3) The molecule is O=P([O-])([O-])OP(=O)([O-])[O-]. It tested positive (active) for: NR-ER (Estrogen Receptor agonist activity). (4) The drug is O=C(OCC(COC(=O)c1ccccc1)(COC(=O)c1ccccc1)COC(=O)c1ccccc1)c1ccccc1. It tested positive (active) for: SR-MMP (Mitochondrial Membrane Potential disruption).